Dataset: Forward reaction prediction with 1.9M reactions from USPTO patents (1976-2016). Task: Predict the product of the given reaction. (1) Given the reactants [N:1]1(C(OCC2C3C(=CC=CC=3)C3C2=CC=CC=3)=O)[CH2:8][CH2:7]C[C@H]1C(O)=O.[CH2:26]([NH-:28])C.[NH:29]([C:59]([O:61]CC1C2C(=CC=CC=2)C2C1=CC=CC=2)=O)[C@H:30]([C:56]([OH:58])=O)[CH2:31][CH2:32][CH2:33][NH:34][C:35](=[NH:55])[NH:36]S(C1C(C)=C(C)C2OC(C)(C)CCC=2C=1C)(=O)=O.[C:76]([OH:82])([C:78]([F:81])([F:80])[F:79])=[O:77].[C:83]1(OC)[CH:88]=[CH:87][CH:86]=CC=1.O, predict the reaction product. The product is: [NH:28]([C:76]([CH3:78])=[O:77])[C@H:26]([C:59]([NH:29][C@H:30]([C:56]([NH:1][CH2:8][CH3:7])=[O:58])[CH2:31][CH2:32][CH2:33][NH:34][C:35](=[NH:55])[NH2:36])=[O:61])[C@H:88]([CH2:87][CH3:86])[CH3:83].[F:79][C:78]([F:81])([F:80])[C:76]([O-:82])=[O:77]. (2) Given the reactants [NH:1]([C:72]([CH3:74])=[O:73])[C@H:2]([C:18]([NH:20][C@H:21]([C:26]([N:28]1[CH2:71][CH2:70][CH2:69][C@H:29]1[C:30]([NH:32][C@H:33]([C:58]([N:60]1[CH2:68][CH2:67][CH2:66][C@H:61]1[C:62]([O:64]C)=[O:63])=[O:59])[CH2:34][CH2:35][CH2:36][NH:37][C:38](=[NH:57])[NH:39][S:40]([C:43]1[C:55]([CH3:56])=[C:54]2[C:48]([O:49][C:50]([CH2:53]2)([CH3:52])[CH3:51])=[C:46]([CH3:47])[C:44]=1[CH3:45])(=[O:42])=[O:41])=[O:31])=[O:27])[CH2:22][CH:23]([CH3:25])[CH3:24])=[O:19])[CH2:3][C:4]1[CH:9]=[CH:8][C:7]([O:10][CH2:11][C:12]2[CH:17]=[CH:16][CH:15]=[CH:14][CH:13]=2)=[CH:6][CH:5]=1.O.O.[OH-].[Li+].Cl, predict the reaction product. The product is: [NH:1]([C:72]([CH3:74])=[O:73])[C@H:2]([C:18]([NH:20][C@H:21]([C:26]([N:28]1[CH2:71][CH2:70][CH2:69][C@H:29]1[C:30]([NH:32][C@H:33]([C:58]([N:60]1[CH2:68][CH2:67][CH2:66][C@H:61]1[C:62]([OH:64])=[O:63])=[O:59])[CH2:34][CH2:35][CH2:36][NH:37][C:38](=[NH:57])[NH:39][S:40]([C:43]1[C:55]([CH3:56])=[C:54]2[C:48]([O:49][C:50]([CH2:53]2)([CH3:52])[CH3:51])=[C:46]([CH3:47])[C:44]=1[CH3:45])(=[O:42])=[O:41])=[O:31])=[O:27])[CH2:22][CH:23]([CH3:24])[CH3:25])=[O:19])[CH2:3][C:4]1[CH:5]=[CH:6][C:7]([O:10][CH2:11][C:12]2[CH:13]=[CH:14][CH:15]=[CH:16][CH:17]=2)=[CH:8][CH:9]=1.